The task is: Predict the reactants needed to synthesize the given product.. This data is from Full USPTO retrosynthesis dataset with 1.9M reactions from patents (1976-2016). (1) Given the product [CH:1]1([C:4]2[C:5]([O:13][CH2:14][C:15]([F:18])([F:17])[F:16])=[N:6][CH:7]=[C:8]([CH:12]=2)[C:9]([NH:26][N:23]2[CH2:24][CH2:25][S:20](=[O:27])(=[O:19])[CH2:21][CH2:22]2)=[O:11])[CH2:2][CH2:3]1, predict the reactants needed to synthesize it. The reactants are: [CH:1]1([C:4]2[C:5]([O:13][CH2:14][C:15]([F:18])([F:17])[F:16])=[N:6][CH:7]=[C:8]([CH:12]=2)[C:9]([OH:11])=O)[CH2:3][CH2:2]1.[O:19]=[S:20]1(=[O:27])[CH2:25][CH2:24][N:23]([NH2:26])[CH2:22][CH2:21]1. (2) Given the product [C:21]([C:25]1[CH:30]=[CH:29][C:28]([S:31]([NH:2][CH2:1][C:3]2[CH:17]=[CH:16][C:6]([C:7]([NH:9][C:10]3[CH:11]=[N:12][CH:13]=[CH:14][CH:15]=3)=[O:8])=[CH:5][C:4]=2[CH3:18])(=[O:33])=[O:32])=[CH:27][CH:26]=1)([CH3:24])([CH3:22])[CH3:23], predict the reactants needed to synthesize it. The reactants are: [C:1]([C:3]1[CH:17]=[CH:16][C:6]([C:7]([NH:9][C:10]2[CH:11]=[N:12][CH:13]=[CH:14][CH:15]=2)=[O:8])=[CH:5][C:4]=1[CH3:18])#[N:2].[CH]Cl.[C:21]([C:25]1[CH:30]=[CH:29][C:28]([S:31](Cl)(=[O:33])=[O:32])=[CH:27][CH:26]=1)([CH3:24])([CH3:23])[CH3:22].